Dataset: Full USPTO retrosynthesis dataset with 1.9M reactions from patents (1976-2016). Task: Predict the reactants needed to synthesize the given product. (1) The reactants are: [C:1]1([C:7]2[NH:11][N:10]=[N:9][N:8]=2)[CH:6]=[CH:5][CH:4]=[CH:3][CH:2]=1.C(N(CC)CC)C.Cl[C:20]([C:33]1[CH:38]=[CH:37][CH:36]=[CH:35][CH:34]=1)([C:27]1[CH:32]=[CH:31][CH:30]=[CH:29][CH:28]=1)[C:21]1[CH:26]=[CH:25][CH:24]=[CH:23][CH:22]=1. Given the product [C:1]1([C:7]2[N:11]([C:20]([C:21]3[CH:26]=[CH:25][CH:24]=[CH:23][CH:22]=3)([C:33]3[CH:34]=[CH:35][CH:36]=[CH:37][CH:38]=3)[C:27]3[CH:28]=[CH:29][CH:30]=[CH:31][CH:32]=3)[N:10]=[N:9][N:8]=2)[CH:2]=[CH:3][CH:4]=[CH:5][CH:6]=1, predict the reactants needed to synthesize it. (2) Given the product [C:11]([C:3]1[C:4]2[CH2:9][CH2:8][O:7][CH2:6][C:5]=2[S:10][C:2]=1[NH:1][C:27](=[O:28])[CH:26]([C:20]1[CH:25]=[CH:24][CH:23]=[CH:22][CH:21]=1)[C:30]1[CH:35]=[CH:34][CH:33]=[CH:32][CH:31]=1)#[N:12], predict the reactants needed to synthesize it. The reactants are: [NH2:1][C:2]1[S:10][C:5]2[CH2:6][O:7][CH2:8][CH2:9][C:4]=2[C:3]=1[C:11]#[N:12].C(N(CC)CC)C.[C:20]1([CH:26]([C:30]2[CH:35]=[CH:34][CH:33]=[CH:32][CH:31]=2)[C:27](Cl)=[O:28])[CH:25]=[CH:24][CH:23]=[CH:22][CH:21]=1.